This data is from Full USPTO retrosynthesis dataset with 1.9M reactions from patents (1976-2016). The task is: Predict the reactants needed to synthesize the given product. (1) The reactants are: C[O:2][C:3](=[O:18])[C:4]1[CH:9]=[CH:8][C:7]([CH2:10][O:11][CH:12]2[CH2:17][CH2:16][CH2:15][CH2:14][O:13]2)=[CH:6][CH:5]=1.[OH-].[Na+]. Given the product [O:13]1[CH2:14][CH2:15][CH2:16][CH2:17][CH:12]1[O:11][CH2:10][C:7]1[CH:8]=[CH:9][C:4]([C:3]([OH:18])=[O:2])=[CH:5][CH:6]=1, predict the reactants needed to synthesize it. (2) Given the product [CH2:23]([N:25]([CH2:29][CH3:30])[C:26]([N:16]1[CH2:17][CH2:18][C:13]2[NH:12][N:11]=[C:10]([C:8]3[NH:7][C:6]4[CH:19]=[CH:20][C:3]([C:2]([F:1])([F:21])[F:22])=[CH:4][C:5]=4[N:9]=3)[C:14]=2[CH2:15]1)=[O:27])[CH3:24], predict the reactants needed to synthesize it. The reactants are: [F:1][C:2]([F:22])([F:21])[C:3]1[CH:20]=[CH:19][C:6]2[NH:7][C:8]([C:10]3[C:14]4[CH2:15][NH:16][CH2:17][CH2:18][C:13]=4[NH:12][N:11]=3)=[N:9][C:5]=2[CH:4]=1.[CH2:23]([N:25]([CH2:29][CH3:30])[C:26](Cl)=[O:27])[CH3:24]. (3) Given the product [NH2:6][C@@:5]([C:14]1[CH:15]=[C:16]([C:18]2[CH:23]=[CH:22][C:21]([O:24][CH2:25][CH2:26][CH2:27][CH2:28][CH2:29][CH2:30][CH2:31][CH3:32])=[C:20]([C:33]([F:36])([F:35])[F:34])[CH:19]=2)[NH:42][N:41]=1)([CH3:38])[CH2:4][OH:3], predict the reactants needed to synthesize it. The reactants are: CC1(C)[N:6](C(OC(C)(C)C)=O)[C@:5]([CH3:38])([C:14](=O)[CH2:15][C:16]([C:18]2[CH:23]=[CH:22][C:21]([O:24][CH2:25][CH2:26][CH2:27][CH2:28][CH2:29][CH2:30][CH2:31][CH3:32])=[C:20]([C:33]([F:36])([F:35])[F:34])[CH:19]=2)=O)[CH2:4][O:3]1.O.[NH2:41][NH2:42].C(O)(C(F)(F)F)=O.C(Cl)Cl. (4) The reactants are: [Br:1][C:2]1[C:3]([F:22])=[CH:4][C:5]2[CH:11]3[CH2:12][CH:9]([CH2:10]3)[N:8]3[C:13]([CH:19]=O)=[C:14]([C:16]([NH2:18])=[O:17])[N:15]=[C:7]3[C:6]=2[CH:21]=1.[NH:23]1[CH2:27][CH2:26][CH2:25][CH2:24]1. Given the product [Br:1][C:2]1[C:3]([F:22])=[CH:4][C:5]2[CH:11]3[CH2:10][CH:9]([CH2:12]3)[N:8]3[C:13]([CH2:19][N:23]4[CH2:27][CH2:26][CH2:25][CH2:24]4)=[C:14]([C:16]([NH2:18])=[O:17])[N:15]=[C:7]3[C:6]=2[CH:21]=1, predict the reactants needed to synthesize it. (5) Given the product [C:1]([NH:5][C:6](=[O:30])[C:7]1[CH:8]=[CH:9][C:10]([CH:13]([C:20]2[NH:29][C:23]3=[N:24][CH:25]=[C:26]([F:28])[CH:27]=[C:22]3[CH:21]=2)[CH2:14][CH:15]2[CH2:16][CH2:17][CH2:18][CH2:19]2)=[CH:11][CH:12]=1)([CH3:4])([CH3:2])[CH3:3], predict the reactants needed to synthesize it. The reactants are: [C:1]([NH:5][C:6](=[O:30])[C:7]1[CH:12]=[CH:11][C:10]([C:13]([C:20]2[NH:29][C:23]3=[N:24][CH:25]=[C:26]([F:28])[CH:27]=[C:22]3[CH:21]=2)=[CH:14][CH:15]2[CH2:19][CH2:18][CH2:17][CH2:16]2)=[CH:9][CH:8]=1)([CH3:4])([CH3:3])[CH3:2].